From a dataset of NCI-60 drug combinations with 297,098 pairs across 59 cell lines. Regression. Given two drug SMILES strings and cell line genomic features, predict the synergy score measuring deviation from expected non-interaction effect. (1) Drug 1: C1CCC(CC1)NC(=O)N(CCCl)N=O. Drug 2: CC1CCCC2(C(O2)CC(NC(=O)CC(C(C(=O)C(C1O)C)(C)C)O)C(=CC3=CSC(=N3)C)C)C. Cell line: SN12C. Synergy scores: CSS=9.02, Synergy_ZIP=-5.72, Synergy_Bliss=-3.41, Synergy_Loewe=-5.03, Synergy_HSA=-3.16. (2) Drug 1: C1CN1P(=S)(N2CC2)N3CC3. Drug 2: C(CN)CNCCSP(=O)(O)O. Cell line: LOX IMVI. Synergy scores: CSS=13.7, Synergy_ZIP=-11.2, Synergy_Bliss=-4.38, Synergy_Loewe=-26.3, Synergy_HSA=-6.72. (3) Drug 1: CCC1=CC2CC(C3=C(CN(C2)C1)C4=CC=CC=C4N3)(C5=C(C=C6C(=C5)C78CCN9C7C(C=CC9)(C(C(C8N6C)(C(=O)OC)O)OC(=O)C)CC)OC)C(=O)OC.C(C(C(=O)O)O)(C(=O)O)O. Drug 2: C1C(C(OC1N2C=NC3=C(N=C(N=C32)Cl)N)CO)O. Cell line: KM12. Synergy scores: CSS=37.9, Synergy_ZIP=-8.63, Synergy_Bliss=-9.66, Synergy_Loewe=-5.12, Synergy_HSA=-3.64. (4) Drug 1: CC1=CC2C(CCC3(C2CCC3(C(=O)C)OC(=O)C)C)C4(C1=CC(=O)CC4)C. Drug 2: C1=CC(=CC=C1C#N)C(C2=CC=C(C=C2)C#N)N3C=NC=N3. Cell line: NCI-H460. Synergy scores: CSS=2.28, Synergy_ZIP=2.56, Synergy_Bliss=7.86, Synergy_Loewe=3.07, Synergy_HSA=3.17. (5) Cell line: 786-0. Drug 1: CC1=CC2C(CCC3(C2CCC3(C(=O)C)OC(=O)C)C)C4(C1=CC(=O)CC4)C. Drug 2: CC1=C2C(C(=O)C3(C(CC4C(C3C(C(C2(C)C)(CC1OC(=O)C(C(C5=CC=CC=C5)NC(=O)C6=CC=CC=C6)O)O)OC(=O)C7=CC=CC=C7)(CO4)OC(=O)C)O)C)OC(=O)C. Synergy scores: CSS=28.6, Synergy_ZIP=6.95, Synergy_Bliss=3.66, Synergy_Loewe=-43.1, Synergy_HSA=2.50. (6) Drug 1: C1CCC(C1)C(CC#N)N2C=C(C=N2)C3=C4C=CNC4=NC=N3. Drug 2: C1C(C(OC1N2C=NC3=C(N=C(N=C32)Cl)N)CO)O. Cell line: TK-10. Synergy scores: CSS=7.33, Synergy_ZIP=-1.99, Synergy_Bliss=-0.0407, Synergy_Loewe=-2.51, Synergy_HSA=-1.80. (7) Drug 1: CCC1=C2CN3C(=CC4=C(C3=O)COC(=O)C4(CC)O)C2=NC5=C1C=C(C=C5)O. Drug 2: CC1=C(N=C(N=C1N)C(CC(=O)N)NCC(C(=O)N)N)C(=O)NC(C(C2=CN=CN2)OC3C(C(C(C(O3)CO)O)O)OC4C(C(C(C(O4)CO)O)OC(=O)N)O)C(=O)NC(C)C(C(C)C(=O)NC(C(C)O)C(=O)NCCC5=NC(=CS5)C6=NC(=CS6)C(=O)NCCC[S+](C)C)O. Cell line: HCT-15. Synergy scores: CSS=30.6, Synergy_ZIP=-5.88, Synergy_Bliss=-0.177, Synergy_Loewe=1.88, Synergy_HSA=2.44. (8) Drug 1: C1CCN(CC1)CCOC2=CC=C(C=C2)C(=O)C3=C(SC4=C3C=CC(=C4)O)C5=CC=C(C=C5)O. Drug 2: C1=NNC2=C1C(=O)NC=N2. Cell line: HL-60(TB). Synergy scores: CSS=0.981, Synergy_ZIP=5.88, Synergy_Bliss=14.7, Synergy_Loewe=-1.25, Synergy_HSA=0.590. (9) Cell line: HT29. Drug 1: CN(CC1=CN=C2C(=N1)C(=NC(=N2)N)N)C3=CC=C(C=C3)C(=O)NC(CCC(=O)O)C(=O)O. Drug 2: C1C(C(OC1N2C=NC(=NC2=O)N)CO)O. Synergy scores: CSS=56.9, Synergy_ZIP=15.7, Synergy_Bliss=16.1, Synergy_Loewe=-6.50, Synergy_HSA=11.3. (10) Drug 1: COC1=C(C=C2C(=C1)N=CN=C2NC3=CC(=C(C=C3)F)Cl)OCCCN4CCOCC4. Drug 2: CN(C)C1=NC(=NC(=N1)N(C)C)N(C)C. Cell line: MDA-MB-435. Synergy scores: CSS=8.02, Synergy_ZIP=-2.21, Synergy_Bliss=4.33, Synergy_Loewe=-7.40, Synergy_HSA=-0.0528.